From a dataset of Reaction yield outcomes from USPTO patents with 853,638 reactions. Predict the reaction yield, written as a fraction of the theoretical maximum amount of product (1.0 means a 100% yield; for example, 0.34 means a 34% yield). (1) The reactants are [OH-].[Li+].[C:3]([O:7][C:8]([N:10]([O:29][C:30]([O:32][C:33]([CH3:36])([CH3:35])[CH3:34])=[O:31])[C:11]1([CH3:28])[C:15](=[O:16])[N:14]([CH3:17])[N:13]=[C:12]1[C:18]1[CH:27]=[CH:26][C:21]([C:22]([O:24]C)=[O:23])=[CH:20][CH:19]=1)=[O:9])([CH3:6])([CH3:5])[CH3:4]. The catalyst is O.C1COCC1. The product is [C:3]([O:7][C:8]([N:10]([O:29][C:30]([O:32][C:33]([CH3:36])([CH3:35])[CH3:34])=[O:31])[C:11]1([CH3:28])[C:15](=[O:16])[N:14]([CH3:17])[N:13]=[C:12]1[C:18]1[CH:27]=[CH:26][C:21]([C:22]([OH:24])=[O:23])=[CH:20][CH:19]=1)=[O:9])([CH3:6])([CH3:4])[CH3:5]. The yield is 0.450. (2) The reactants are [C:1]([O:5][C:6]([N:8]1[CH2:13][CH:12]2[CH:10]([O:11]2)[CH2:9]1)=[O:7])([CH3:4])([CH3:3])[CH3:2].[Cl:14][C:15]1[CH:20]=[CH:19][C:18]([C:21]([N:23]2[CH2:28][CH2:27][NH:26][CH2:25][CH2:24]2)=[O:22])=[CH:17][CH:16]=1. The catalyst is CC#N. The product is [C:1]([O:5][C:6]([N:8]1[CH2:9][CH:10]([OH:11])[CH:12]([N:26]2[CH2:25][CH2:24][N:23]([C:21](=[O:22])[C:18]3[CH:17]=[CH:16][C:15]([Cl:14])=[CH:20][CH:19]=3)[CH2:28][CH2:27]2)[CH2:13]1)=[O:7])([CH3:2])([CH3:3])[CH3:4]. The yield is 0.920.